This data is from Full USPTO retrosynthesis dataset with 1.9M reactions from patents (1976-2016). The task is: Predict the reactants needed to synthesize the given product. (1) Given the product [Br:9][C:10]1[N:11]=[CH:12][C:13]([N:3]2[CH2:8][CH2:7][O:6][CH2:5][CH2:4]2)=[N:14][CH:15]=1, predict the reactants needed to synthesize it. The reactants are: [H-].[Na+].[NH:3]1[CH2:8][CH2:7][O:6][CH2:5][CH2:4]1.[Br:9][C:10]1[C:15](Br)=[N:14][CH:13]=[CH:12][N:11]=1. (2) Given the product [C:25]([O:24][C:23](=[O:29])[NH:22][CH:10]([C:9]1[N:1]2[CH:6]=[CH:5][CH:4]=[CH:3][C:2]2=[N:7][N:8]=1)[CH2:11][C:12]1[CH:13]=[C:14]2[C:18](=[C:19]([CH3:21])[CH:20]=1)[NH:17][N:16]=[CH:15]2)([CH3:28])([CH3:27])[CH3:26], predict the reactants needed to synthesize it. The reactants are: [N:1]1[CH:6]=[CH:5][CH:4]=[CH:3][C:2]=1[NH:7][NH:8][C:9](=O)[CH:10]([NH:22][C:23](=[O:29])[O:24][C:25]([CH3:28])([CH3:27])[CH3:26])[CH2:11][C:12]1[CH:13]=[C:14]2[C:18](=[C:19]([CH3:21])[CH:20]=1)[NH:17][N:16]=[CH:15]2.C1(P(C2C=CC=CC=2)C2C=CC=CC=2)C=CC=CC=1.C[Si](N=[N+]=[N-])(C)C.